Dataset: Peptide-MHC class I binding affinity with 185,985 pairs from IEDB/IMGT. Task: Regression. Given a peptide amino acid sequence and an MHC pseudo amino acid sequence, predict their binding affinity value. This is MHC class I binding data. The peptide sequence is RRTDDVSGYS. The MHC is Mamu-B17 with pseudo-sequence Mamu-B17. The binding affinity (normalized) is 0.147.